The task is: Predict which catalyst facilitates the given reaction.. This data is from Catalyst prediction with 721,799 reactions and 888 catalyst types from USPTO. Reactant: [N+:1]([C:4]1[CH:12]=[CH:11][C:7]([C:8](Cl)=[O:9])=[CH:6][CH:5]=1)([O-:3])=[O:2].[C:13]([NH2:17])([CH3:16])([CH3:15])[CH3:14].C(N(CC)CC)C. Product: [C:13]([NH:17][C:8](=[O:9])[C:7]1[CH:11]=[CH:12][C:4]([N+:1]([O-:3])=[O:2])=[CH:5][CH:6]=1)([CH3:16])([CH3:15])[CH3:14]. The catalyst class is: 2.